Dataset: Forward reaction prediction with 1.9M reactions from USPTO patents (1976-2016). Task: Predict the product of the given reaction. (1) Given the reactants C[O:2][C:3]1[CH:4]=[C:5]([CH:16]=[CH:17][CH:18]=1)[O:6][C:7]1[CH:15]=[CH:14][C:10]([C:11]([OH:13])=[O:12])=[CH:9][CH:8]=1, predict the reaction product. The product is: [OH:2][C:3]1[CH:4]=[C:5]([CH:16]=[CH:17][CH:18]=1)[O:6][C:7]1[CH:15]=[CH:14][C:10]([C:11]([OH:13])=[O:12])=[CH:9][CH:8]=1. (2) Given the reactants [CH2:1]([N:8]1[C:13](=[O:14])[CH2:12][NH:11][C:10]2[N:15]=[CH:16][C:17]([C:19]3[CH:20]=[C:21]([CH:25]=[CH:26][CH:27]=3)[C:22]([OH:24])=O)=[CH:18][C:9]1=2)[C:2]1[CH:7]=[CH:6][CH:5]=[CH:4][CH:3]=1.[CH2:28]([NH2:30])[CH3:29], predict the reaction product. The product is: [CH2:1]([N:8]1[C:13](=[O:14])[CH2:12][NH:11][C:10]2[N:15]=[CH:16][C:17]([C:19]3[CH:20]=[C:21]([CH:25]=[CH:26][CH:27]=3)[C:22]([NH:30][CH2:28][CH3:29])=[O:24])=[CH:18][C:9]1=2)[C:2]1[CH:7]=[CH:6][CH:5]=[CH:4][CH:3]=1. (3) Given the reactants CCO[C:4]([CH2:6][C:7]([C:9]([O:11]CC)=[O:10])=O)=[O:5].[OH-].[Na+].S(O)(O)(=O)=O.[CH3:21][O:22][C:23](=[NH:25])[NH2:24].Cl, predict the reaction product. The product is: [CH3:21][O:22][C:23]1[NH:25][C:4](=[O:5])[CH:6]=[C:7]([C:9]([OH:11])=[O:10])[N:24]=1. (4) Given the reactants [Cl:1][C:2]1[N:10]=[C:9]2[C:5]([N:6]=[CH:7][N:8]2[CH:11]([CH3:14])[CH2:12][CH3:13])=[C:4]([NH:15][CH2:16][CH2:17][CH3:18])[N:3]=1.[NH2:19][C@H:20]1[CH2:25][CH2:24][C@H:23]([NH2:26])[CH2:22][CH2:21]1, predict the reaction product. The product is: [ClH:1].[ClH:1].[NH2:19][CH:20]1[CH2:25][CH2:24][CH:23]([NH:26][C:2]2[N:10]=[C:9]3[C:5]([N:6]=[CH:7][N:8]3[CH:11]([CH3:14])[CH2:12][CH3:13])=[C:4]([NH:15][CH2:16][CH2:17][CH3:18])[N:3]=2)[CH2:22][CH2:21]1. (5) Given the reactants [CH3:1][O:2][CH:3]([O:14][CH3:15])[C:4]1[N:13]=[C:12]2[C:7]([CH2:8][CH2:9][CH2:10][NH:11]2)=[CH:6][CH:5]=1.[C:16]1([O:22][C:23](=O)[O:24]C2C=CC=CC=2)[CH:21]=[CH:20][CH:19]=[CH:18][CH:17]=1.[Li+].C[Si]([N-][Si](C)(C)C)(C)C, predict the reaction product. The product is: [CH3:15][O:14][CH:3]([O:2][CH3:1])[C:4]1[N:13]=[C:12]2[C:7]([CH2:8][CH2:9][CH2:10][N:11]2[C:23]([O:22][C:16]2[CH:21]=[CH:20][CH:19]=[CH:18][CH:17]=2)=[O:24])=[CH:6][CH:5]=1. (6) The product is: [N:13]1[N:12]([C:7]2[CH:8]=[CH:9][C:10]([O:27][C:28]([F:31])([F:30])[F:29])=[CH:2][C:3]=2[C:4]([OH:6])=[O:5])[N:16]=[CH:15][CH:14]=1. Given the reactants F[C:2]1[C:10](C)=[CH:9][CH:8]=[C:7]([N:12]2[N:16]=[CH:15][CH:14]=[N:13]2)[C:3]=1[C:4]([OH:6])=[O:5].IC1C=CC([O:27][C:28]([F:31])([F:30])[F:29])=CC=1C(O)=O, predict the reaction product. (7) The product is: [ClH:34].[CH3:1][O:2][C:3]([CH:5]1[CH2:9][CH:8]([O:10][C:11]2[C:20]3[C:15](=[CH:16][CH:17]=[CH:18][CH:19]=3)[N:14]=[C:13]([C:21]3[CH:26]=[CH:25][CH:24]=[CH:23][CH:22]=3)[CH:12]=2)[CH2:7][NH:6]1)=[O:4]. Given the reactants [CH3:1][O:2][C:3]([CH:5]1[CH2:9][CH:8]([O:10][C:11]2[C:20]3[C:15](=[CH:16][CH:17]=[CH:18][CH:19]=3)[N:14]=[C:13]([C:21]3[CH:26]=[CH:25][CH:24]=[CH:23][CH:22]=3)[CH:12]=2)[CH2:7][N:6]1C(OC(C)(C)C)=O)=[O:4].[ClH:34], predict the reaction product. (8) Given the reactants CCN(C(C)C)C(C)C.[CH3:10][O:11][C:12]1[CH:13]=[CH:14][CH:15]=[C:16]2[C:21]=1[O:20][C:19](=[O:22])[C:18]([C:23]([OH:25])=O)=[CH:17]2.CN(C(ON1N=NC2C=CC=NC1=2)=[N+](C)C)C.F[P-](F)(F)(F)(F)F.[CH3:50][N:51]1[C:59]2[C:54](=[CH:55][C:56]([C:60]3[CH:61]=[C:62]([NH2:66])[CH:63]=[CH:64][CH:65]=3)=[CH:57][CH:58]=2)[CH:53]=[CH:52]1, predict the reaction product. The product is: [CH3:50][N:51]1[C:59]2[C:54](=[CH:55][C:56]([C:60]3[CH:61]=[C:62]([NH:66][C:23]([C:18]4[C:19](=[O:22])[O:20][C:21]5[C:16]([CH:17]=4)=[CH:15][CH:14]=[CH:13][C:12]=5[O:11][CH3:10])=[O:25])[CH:63]=[CH:64][CH:65]=3)=[CH:57][CH:58]=2)[CH:53]=[CH:52]1. (9) Given the reactants [I-].[K+].CC1C=CC(S(O[CH2:14][CH2:15][F:16])(=O)=O)=CC=1.[CH2:17]([N:24]1[CH2:28][CH2:27][C@@H:26]([C@@H:29]([NH2:31])[CH3:30])[CH2:25]1)[C:18]1[CH:23]=[CH:22][CH:21]=[CH:20][CH:19]=1, predict the reaction product. The product is: [CH2:17]([N:24]1[CH2:28][CH2:27][C@@H:26]([C@@H:29]([NH:31][CH2:14][CH2:15][F:16])[CH3:30])[CH2:25]1)[C:18]1[CH:23]=[CH:22][CH:21]=[CH:20][CH:19]=1.